From a dataset of Reaction yield outcomes from USPTO patents with 853,638 reactions. Predict the reaction yield, written as a fraction of the theoretical maximum amount of product (1.0 means a 100% yield; for example, 0.34 means a 34% yield). (1) The catalyst is C1COCC1. The reactants are [C:1]1([CH3:18])[CH:6]=[CH:5][C:4]([S:7]([NH:10][C@@H:11]2[CH2:16][CH2:15][CH2:14][CH2:13][C@H:12]2[NH2:17])(=[O:9])=[O:8])=[CH:3][CH:2]=1.[OH-].[Na+].[C:21]([O:25][C:26](O[C:26]([O:25][C:21]([CH3:24])([CH3:23])[CH3:22])=[O:27])=[O:27])([CH3:24])([CH3:23])[CH3:22]. The product is [C:1]1([CH3:18])[CH:2]=[CH:3][C:4]([S:7]([N:10]([C:26]([O:25][C:21]([CH3:24])([CH3:23])[CH3:22])=[O:27])[C@@H:11]2[CH2:16][CH2:15][CH2:14][CH2:13][C@H:12]2[NH2:17])(=[O:8])=[O:9])=[CH:5][CH:6]=1. The yield is 0.881. (2) The reactants are [OH:1][C:2]1[N:10]=[CH:9][CH:8]=[CH:7][C:3]=1[C:4]([OH:6])=[O:5].[Br:11]Br. The catalyst is C(O)(=O)C. The product is [Br:11][C:8]1[CH:9]=[N:10][C:2]([OH:1])=[C:3]([CH:7]=1)[C:4]([OH:6])=[O:5]. The yield is 0.780. (3) The reactants are [Cl:1][C:2]1[C:12]([C:13]([OH:15])=O)=[CH:11][C:5]2[NH:6][C:7](=[O:10])[CH2:8][S:9][C:4]=2[CH:3]=1.[CH3:16][O:17][C:18]1[CH:27]=[C:26]2[C:21]([N:22]=[CH:23][C:24]([S:28][CH2:29][CH2:30][N:31]3[CH2:36][CH2:35][CH:34]([NH2:37])[CH2:33][CH2:32]3)=[N:25]2)=[CH:20][CH:19]=1. No catalyst specified. The product is [CH3:16][O:17][C:18]1[CH:27]=[C:26]2[C:21]([N:22]=[CH:23][C:24]([S:28][CH2:29][CH2:30][N:31]3[CH2:32][CH2:33][CH:34]([NH:37][C:13]([C:12]4[C:2]([Cl:1])=[CH:3][C:4]5[S:9][CH2:8][C:7](=[O:10])[NH:6][C:5]=5[CH:11]=4)=[O:15])[CH2:35][CH2:36]3)=[N:25]2)=[CH:20][CH:19]=1. The yield is 0.600. (4) The reactants are [CH:1]([O:4][C:5]1[CH:6]=[C:7](/[CH:11]=[CH:12]/[CH2:13][C@H:14]([OH:16])[CH3:15])[CH:8]=[N:9][CH:10]=1)([CH3:3])[CH3:2].[C:17]1([CH3:27])[CH:22]=[CH:21][C:20]([S:23](Cl)(=[O:25])=[O:24])=[CH:19][CH:18]=1. The catalyst is N1C=CC=CC=1. The product is [C:17]1([CH3:27])[CH:22]=[CH:21][C:20]([S:23]([O:16][C@@H:14]([CH2:13]/[CH:12]=[CH:11]/[C:7]2[CH:8]=[N:9][CH:10]=[C:5]([O:4][CH:1]([CH3:3])[CH3:2])[CH:6]=2)[CH3:15])(=[O:25])=[O:24])=[CH:19][CH:18]=1. The yield is 0.815. (5) The reactants are [H-].[Al+3].[Li+].[H-].[H-].[H-].[CH2:7]([C:9]1[CH:18]=[C:17]([CH2:19][CH3:20])[CH:16]=[CH:15][C:10]=1[C:11](OC)=[O:12])[CH3:8]. The catalyst is C1COCC1. The product is [CH2:7]([C:9]1[CH:18]=[C:17]([CH2:19][CH3:20])[CH:16]=[CH:15][C:10]=1[CH2:11][OH:12])[CH3:8]. The yield is 1.00.